Task: Predict the reactants needed to synthesize the given product.. Dataset: Full USPTO retrosynthesis dataset with 1.9M reactions from patents (1976-2016) (1) Given the product [Br:2][CH2:5][CH2:10][CH:9]([CH3:8])[C:19]([O:15][C:11]([CH3:14])([CH3:13])[CH3:12])=[O:18], predict the reactants needed to synthesize it. The reactants are: P(Br)(Br)[Br:2].[CH:5]1[CH:10]=[CH:9][CH:8]=CC=1.[C:11]([OH:15])([CH3:14])([CH3:13])[CH3:12].O.C[O:18][C:19](C)(C)C. (2) Given the product [C:1]([O:5][C:6]([N:8]1[CH2:13][CH2:12][CH2:11][CH:10]([CH2:14][O:15][CH2:29][C:26]2[CH:25]=[CH:24][C:23]([C:20]3[CH:21]=[CH:22][C:17]([Cl:16])=[CH:18][CH:19]=3)=[CH:28][CH:27]=2)[CH2:9]1)=[O:7])([CH3:4])([CH3:3])[CH3:2], predict the reactants needed to synthesize it. The reactants are: [C:1]([O:5][C:6]([N:8]1[CH2:13][CH2:12][CH2:11][CH:10]([CH2:14][OH:15])[CH2:9]1)=[O:7])([CH3:4])([CH3:3])[CH3:2].[Cl:16][C:17]1[CH:22]=[CH:21][C:20]([C:23]2[CH:28]=[CH:27][C:26]([CH2:29]Cl)=[CH:25][CH:24]=2)=[CH:19][CH:18]=1. (3) Given the product [CH2:20]([O:22][C:23]1[CH:28]=[C:27]([CH2:29][N:3]2[CH2:4][C:5]3([CH2:9][C:8]([C@@H:10]4[CH2:11][CH2:12][C@H:13]([C:16]([O:18][CH3:19])=[O:17])[CH2:14][CH2:15]4)=[N:7][O:6]3)[CH2:2]2)[CH:26]=[C:25]([O:31][CH2:32][CH3:33])[C:24]=1[C:34]1[CH:35]=[CH:36][C:37]([F:40])=[CH:38][CH:39]=1)[CH3:21], predict the reactants needed to synthesize it. The reactants are: Cl.[CH2:2]1[C:5]2([CH2:9][C:8]([C@@H:10]3[CH2:15][CH2:14][C@H:13]([C:16]([O:18][CH3:19])=[O:17])[CH2:12][CH2:11]3)=[N:7][O:6]2)[CH2:4][NH:3]1.[CH2:20]([O:22][C:23]1[CH:28]=[C:27]([CH:29]=O)[CH:26]=[C:25]([O:31][CH2:32][CH3:33])[C:24]=1[C:34]1[CH:39]=[CH:38][C:37]([F:40])=[CH:36][CH:35]=1)[CH3:21]. (4) The reactants are: [Cl:1][C:2]1[CH:7]=[CH:6][C:5]([N:8]2[CH2:13][CH2:12][N:11]3[C@@H:14]([C:18]4[CH:23]=[CH:22][C:21]([O:24][CH2:25][CH2:26][CH2:27]Cl)=[C:20]([CH3:29])[C:19]=4[CH3:30])[CH2:15][CH2:16][CH2:17][C@H:10]3[CH2:9]2)=[CH:4][C:3]=1[O:31][CH3:32].[NH:33]1[CH2:38][CH2:37][O:36][CH2:35][CH2:34]1.C([O-])([O-])=O.[K+].[K+]. Given the product [Cl:1][C:2]1[CH:7]=[CH:6][C:5]([N:8]2[CH2:13][CH2:12][N:11]3[C@@H:14]([C:18]4[CH:23]=[CH:22][C:21]([O:24][CH2:25][CH2:26][CH2:27][N:33]5[CH2:38][CH2:37][O:36][CH2:35][CH2:34]5)=[C:20]([CH3:29])[C:19]=4[CH3:30])[CH2:15][CH2:16][CH2:17][C@H:10]3[CH2:9]2)=[CH:4][C:3]=1[O:31][CH3:32], predict the reactants needed to synthesize it.